This data is from Peptide-MHC class I binding affinity with 185,985 pairs from IEDB/IMGT. The task is: Regression. Given a peptide amino acid sequence and an MHC pseudo amino acid sequence, predict their binding affinity value. This is MHC class I binding data. (1) The peptide sequence is KITDFGIAK. The MHC is HLA-A03:01 with pseudo-sequence HLA-A03:01. The binding affinity (normalized) is 0.606. (2) The peptide sequence is ISQFSYKELY. The MHC is HLA-A68:01 with pseudo-sequence HLA-A68:01. The binding affinity (normalized) is 0.172. (3) The peptide sequence is KQMYRKFSR. The MHC is HLA-A68:01 with pseudo-sequence HLA-A68:01. The binding affinity (normalized) is 0.344. (4) The peptide sequence is VVPSYIPLV. The MHC is HLA-B18:01 with pseudo-sequence HLA-B18:01. The binding affinity (normalized) is 0.0847. (5) The peptide sequence is AYQPTRWFI. The MHC is HLA-A26:03 with pseudo-sequence HLA-A26:03. The binding affinity (normalized) is 0.0847. (6) The MHC is HLA-B27:05 with pseudo-sequence HLA-B27:05. The peptide sequence is FPVKPQVPL. The binding affinity (normalized) is 0. (7) The peptide sequence is GHGTVVLEL. The MHC is HLA-B39:01 with pseudo-sequence HLA-B39:01. The binding affinity (normalized) is 0.820.